This data is from Forward reaction prediction with 1.9M reactions from USPTO patents (1976-2016). The task is: Predict the product of the given reaction. (1) Given the reactants [NH2:1][C:2]1[N:7]([C:8]2[CH:13]=[CH:12][C:11]([O:14][CH2:15][CH3:16])=[CH:10][CH:9]=2)[C:6](SC)=[N:5][C:4](=[O:19])[CH:3]=1.[NH2:20][C:21]1[CH:26]=[CH:25][CH:24]=[CH:23][CH:22]=1.[K+].[Br-], predict the reaction product. The product is: [NH2:1][C:2]1[N:7]([C:8]2[CH:13]=[CH:12][C:11]([O:14][CH2:15][CH3:16])=[CH:10][CH:9]=2)[C:6]([NH:20][C:21]2[CH:26]=[CH:25][CH:24]=[CH:23][CH:22]=2)=[N:5][C:4](=[O:19])[CH:3]=1. (2) Given the reactants O=P12OP3(OP(OP(O3)(O1)=O)(=O)O2)=O.[Cl:15][C:16]1[CH:17]=[C:18]([CH:22]([OH:39])[CH2:23][O:24][C:25]2[CH:38]=[CH:37][C:28]([CH2:29][CH:30]3[S:34][C:33](=[O:35])[NH:32][C:31]3=[O:36])=[CH:27][CH:26]=2)[CH:19]=[CH:20][CH:21]=1.CS(C)=O.C([O-])(O)=O.[Na+], predict the reaction product. The product is: [Cl:15][C:16]1[CH:17]=[C:18]([C:22](=[O:39])[CH2:23][O:24][C:25]2[CH:38]=[CH:37][C:28]([CH2:29][CH:30]3[S:34][C:33](=[O:35])[NH:32][C:31]3=[O:36])=[CH:27][CH:26]=2)[CH:19]=[CH:20][CH:21]=1. (3) Given the reactants [C:1]([OH:9])(=[O:8])[C:2]([CH2:4][C:5](O)=[O:6])=[CH2:3].[CH3:10][C:11]1[CH:17]=[CH:16][C:15]([N+:18]([O-:20])=[O:19])=[CH:14][C:12]=1[NH2:13], predict the reaction product. The product is: [CH3:10][C:11]1[CH:17]=[CH:16][C:15]([N+:18]([O-:20])=[O:19])=[CH:14][C:12]=1[N:13]1[C:5](=[O:6])[CH2:4][CH:2]([C:1]([OH:9])=[O:8])[CH2:3]1. (4) Given the reactants [C:1](Cl)(=[O:4])[CH2:2][CH3:3].[NH2:6][C:7]1[CH:12]=[CH:11][N:10]=[C:9]([Br:13])[CH:8]=1.C(=O)([O-])[O-].[K+].[K+].O, predict the reaction product. The product is: [Br:13][C:9]1[CH:8]=[C:7]([NH:6][C:1](=[O:4])[CH2:2][CH3:3])[CH:12]=[CH:11][N:10]=1. (5) Given the reactants [Br:1][C:2]1[CH:7]=[CH:6][C:5]([S:8](Cl)(=[O:10])=[O:9])=[CH:4][CH:3]=1.[CH3:12][O:13][CH2:14][CH2:15][N:16]1[CH2:21][CH2:20][NH:19][CH2:18][CH2:17]1, predict the reaction product. The product is: [Br:1][C:2]1[CH:7]=[CH:6][C:5]([S:8]([N:19]2[CH2:20][CH2:21][N:16]([CH2:15][CH2:14][O:13][CH3:12])[CH2:17][CH2:18]2)(=[O:10])=[O:9])=[CH:4][CH:3]=1. (6) Given the reactants [Br:1][C:2]1[CH:7]=[CH:6][C:5](I)=[C:4]([Cl:9])[C:3]=1[Cl:10].CON(C)[C:14]([C:16]1([C:19]([F:22])([F:21])[F:20])[CH2:18][CH2:17]1)=[O:15].[Li]CCCC, predict the reaction product. The product is: [Br:1][C:2]1[CH:7]=[CH:6][C:5]([C:14]([C:16]2([C:19]([F:22])([F:21])[F:20])[CH2:18][CH2:17]2)=[O:15])=[C:4]([Cl:9])[C:3]=1[Cl:10]. (7) Given the reactants [N+:1]([C:4]1[CH:9]=[CH:8][C:7]([CH:10]2[O:15][CH2:14][CH2:13][NH:12][CH2:11]2)=[CH:6][CH:5]=1)([O-:3])=[O:2].[CH3:16][C:17]([O:20][C:21](O[C:21]([O:20][C:17]([CH3:19])([CH3:18])[CH3:16])=[O:22])=[O:22])([CH3:19])[CH3:18], predict the reaction product. The product is: [N+:1]([C:4]1[CH:5]=[CH:6][C:7]([CH:10]2[O:15][CH2:14][CH2:13][N:12]([C:21]([O:20][C:17]([CH3:19])([CH3:18])[CH3:16])=[O:22])[CH2:11]2)=[CH:8][CH:9]=1)([O-:3])=[O:2].